From a dataset of Catalyst prediction with 721,799 reactions and 888 catalyst types from USPTO. Predict which catalyst facilitates the given reaction. (1) Reactant: Cl.[NH:2]1[CH2:7][CH2:6][CH:5]([C:8]2[S:12][C:11]([NH2:13])=[N:10][CH:9]=2)[CH2:4][CH2:3]1.N1(CO)C2C=CC=C[C:17]=2N=N1.C([O-])(=O)C.[Na+].C(O[BH-](OC(=O)C)OC(=O)C)(=O)C.[Na+].C(=O)([O-])O.[Na+]. Product: [CH3:17][N:2]1[CH2:3][CH2:4][CH:5]([C:8]2[S:12][C:11]([NH2:13])=[N:10][CH:9]=2)[CH2:6][CH2:7]1. The catalyst class is: 138. (2) Reactant: [NH:1]1[C:9]2[C:4](=[CH:5][CH:6]=[CH:7][CH:8]=2)[CH2:3][C:2]1=[O:10].[Li+].C[Si]([N-][Si](C)(C)C)(C)C.C1COCC1.[Cl:26][CH2:27][CH2:28][N:29]([CH3:40])[C:30]1[CH:31]=[C:32]2[C:36](=[CH:37][CH:38]=1)[C:35](=O)[O:34][CH2:33]2.Cl. Product: [Cl:26][CH2:27][CH2:28][N:29]([CH3:40])[C:30]1[CH:31]=[C:32]2[C:36](=[CH:37][CH:38]=1)[C:35](=[C:3]1[C:4]3[C:9](=[CH:8][CH:7]=[CH:6][CH:5]=3)[NH:1][C:2]1=[O:10])[O:34][CH2:33]2. The catalyst class is: 216. (3) Reactant: [C:1]([O:5][C:6]([N:8]1[CH:13]2[CH2:14][CH2:15][CH:9]1[CH2:10][C:11](=O)[CH2:12]2)=[O:7])([CH3:4])([CH3:3])[CH3:2].COCCOC.CC1C=CC(S([CH2:33][N+:34]#[C-])(=O)=O)=CC=1.CC(C)([O-])C.[K+]. Product: [C:1]([O:5][C:6]([N:8]1[CH:13]2[CH2:14][CH2:15][CH:9]1[CH2:10][CH:11]([C:33]#[N:34])[CH2:12]2)=[O:7])([CH3:4])([CH3:3])[CH3:2]. The catalyst class is: 14. (4) Product: [C:4](=[O:5])([O:12][CH:9]([CH2:10][CH3:11])[CH2:8][CH3:7])[O:3][CH2:2][Cl:1]. Reactant: [Cl:1][CH2:2][O:3][C:4](Cl)=[O:5].[CH3:7][CH2:8][CH:9]([OH:12])[CH2:10][CH3:11].N1C=CC=CC=1. The catalyst class is: 194. (5) Reactant: [CH3:1][O:2][C:3](=[O:15])[CH2:4][S:5][C:6]1[CH:10]=[CH:9][S:8][C:7]=1[C:11](OC)=[O:12].CC(C)([O-])C.[Na+].Cl. Product: [OH:12][C:11]1[C:7]2[S:8][CH:9]=[CH:10][C:6]=2[S:5][C:4]=1[C:3]([O:2][CH3:1])=[O:15]. The catalyst class is: 3. (6) Reactant: [C:1]1([O:11][CH2:12][CH2:13][CH2:14][C:15]2[C:23]3[C:18](=[CH:19][CH:20]=[CH:21][CH:22]=3)[NH:17][C:16]=2[C:24]([O:26][CH2:27][CH3:28])=[O:25])[C:10]2[C:5](=[CH:6][CH:7]=[CH:8][CH:9]=2)[CH:4]=[CH:3][CH:2]=1.[H-].[Na+].[CH3:31]I. Product: [CH3:31][N:17]1[C:18]2[C:23](=[CH:22][CH:21]=[CH:20][CH:19]=2)[C:15]([CH2:14][CH2:13][CH2:12][O:11][C:1]2[C:10]3[C:5](=[CH:6][CH:7]=[CH:8][CH:9]=3)[CH:4]=[CH:3][CH:2]=2)=[C:16]1[C:24]([O:26][CH2:27][CH3:28])=[O:25]. The catalyst class is: 3. (7) Reactant: Cl[C:2]1[C:3]2[C:4](=[CH:19][N:20](CC3C=CC(OC)=CC=3)[N:21]=2)[N:5]=[C:6]([C:8]2[CH:9]=[N:10][C:11]([N:14]3[CH2:18][CH2:17][CH2:16][CH2:15]3)=[CH:12][CH:13]=2)[N:7]=1.[CH3:31][N:32]([CH3:40])[C:33]1[CH:38]=[CH:37][C:36]([NH2:39])=[CH:35][CH:34]=1.Cl. Product: [CH3:31][N:32]([CH3:40])[C:33]1[CH:38]=[CH:37][C:36]([NH:39][C:2]2[C:3]3[NH:21][N:20]=[CH:19][C:4]=3[N:5]=[C:6]([C:8]3[CH:9]=[N:10][C:11]([N:14]4[CH2:18][CH2:17][CH2:16][CH2:15]4)=[CH:12][CH:13]=3)[N:7]=2)=[CH:35][CH:34]=1. The catalyst class is: 71. (8) Reactant: [Cl:1][C:2]1[S:6][C:5]([S:7]([N:10]([CH2:16][CH3:17])[C:11](=[CH2:15])[C:12]([OH:14])=O)(=[O:9])=[O:8])=[CH:4][CH:3]=1.CCOC(OC(OCC)=O)=O.[N:29]1([C:34]2[CH:39]=[C:38]([CH2:40][NH2:41])[CH:37]=[C:36]([C:42]3[CH:47]=[CH:46][C:45]([C:48]([F:51])([F:50])[F:49])=[CH:44][CH:43]=3)[N:35]=2)[CH2:33][CH2:32][CH2:31][CH2:30]1. Product: [Cl:1][C:2]1[S:6][C:5]([S:7]([N:10]([CH2:16][CH3:17])[C:11](=[CH2:15])[C:12]([NH:41][CH2:40][C:38]2[CH:37]=[C:36]([C:42]3[CH:43]=[CH:44][C:45]([C:48]([F:51])([F:49])[F:50])=[CH:46][CH:47]=3)[N:35]=[C:34]([N:29]3[CH2:30][CH2:31][CH2:32][CH2:33]3)[CH:39]=2)=[O:14])(=[O:8])=[O:9])=[CH:4][CH:3]=1. The catalyst class is: 1. (9) Reactant: [Cl:1][C:2]1[CH:10]=[C:9]2[C:5](/[C:6](=[CH:12]/[C:13]3[CH:18]=[CH:17][CH:16]=[C:15]([F:19])[CH:14]=3)/[C:7](=[O:11])[NH:8]2)=[CH:4][CH:3]=1.[C:20]([O:24][C:25](O[C:25]([O:24][C:20]([CH3:23])([CH3:22])[CH3:21])=[O:26])=[O:26])([CH3:23])([CH3:22])[CH3:21]. Product: [C:20]([O:24][C:25]([N:8]1[C:9]2[C:5](=[CH:4][CH:3]=[C:2]([Cl:1])[CH:10]=2)/[C:6](=[CH:12]/[C:13]2[CH:18]=[CH:17][CH:16]=[C:15]([F:19])[CH:14]=2)/[C:7]1=[O:11])=[O:26])([CH3:23])([CH3:22])[CH3:21]. The catalyst class is: 119. (10) Reactant: C(OC([NH:8][C@@H:9]([C:16]([NH:18][CH2:19][C:20]([O:22]CC)=O)=[O:17])[CH2:10][C:11]1[N:12]=[CH:13][S:14][CH:15]=1)=O)(C)(C)C.C(O)(C(F)(F)F)=O. Product: [S:14]1[CH:15]=[C:11]([CH2:10][C@H:9]2[NH:8][C:20](=[O:22])[CH2:19][NH:18][C:16]2=[O:17])[N:12]=[CH:13]1. The catalyst class is: 4.